From a dataset of TCR-epitope binding with 47,182 pairs between 192 epitopes and 23,139 TCRs. Binary Classification. Given a T-cell receptor sequence (or CDR3 region) and an epitope sequence, predict whether binding occurs between them. (1) The epitope is LLFGYPVYV. The TCR CDR3 sequence is CASSQDATTNYGYTF. Result: 0 (the TCR does not bind to the epitope). (2) The epitope is DPFRLLQNSQVFS. The TCR CDR3 sequence is CASSLGTVSGMYTGELFF. Result: 0 (the TCR does not bind to the epitope). (3) The epitope is KLGGALQAK. The TCR CDR3 sequence is CASTQGSTGAAFF. Result: 1 (the TCR binds to the epitope). (4) The epitope is IQYIDIGNY. The TCR CDR3 sequence is CATSKGGNTGELFF. Result: 1 (the TCR binds to the epitope).